This data is from Peptide-MHC class II binding affinity with 134,281 pairs from IEDB. The task is: Regression. Given a peptide amino acid sequence and an MHC pseudo amino acid sequence, predict their binding affinity value. This is MHC class II binding data. (1) The peptide sequence is PALFFTFLANLNLTE. The MHC is DRB1_1101 with pseudo-sequence DRB1_1101. The binding affinity (normalized) is 0.574. (2) The peptide sequence is YMPDVLEKLELLQRR. The MHC is HLA-DQA10501-DQB10302 with pseudo-sequence HLA-DQA10501-DQB10302. The binding affinity (normalized) is 0. (3) The peptide sequence is YFLMAYANQIHHVDL. The MHC is DRB3_0101 with pseudo-sequence DRB3_0101. The binding affinity (normalized) is 0.304. (4) The peptide sequence is CNANPGLMKDVAKVF. The MHC is DRB1_0802 with pseudo-sequence DRB1_0802. The binding affinity (normalized) is 0.246. (5) The binding affinity (normalized) is 0.534. The MHC is DRB1_1302 with pseudo-sequence DRB1_1302. The peptide sequence is AFKVAATAANAAPAN. (6) The peptide sequence is DLTLPWQSGSGGVWR. The MHC is HLA-DQA10102-DQB10501 with pseudo-sequence HLA-DQA10102-DQB10501. The binding affinity (normalized) is 0.225.